Dataset: Forward reaction prediction with 1.9M reactions from USPTO patents (1976-2016). Task: Predict the product of the given reaction. (1) The product is: [F:46][C:38]1[C:39]([CH2:43][CH2:44][OH:45])=[CH:40][CH:41]=[CH:42][C:37]=1[CH2:36][N:33]1[CH2:34][CH2:35][C:30]2([O:25][CH2:26][CH2:27][N:28]([C:57]([C:55]3[N:56]=[C:52]([CH:49]([CH2:50][CH3:51])[CH2:48][CH3:47])[S:53][CH:54]=3)=[O:58])[CH2:29]2)[CH2:31][CH2:32]1. Given the reactants CN(C(ON1N=NC2C=CC=NC1=2)=[N+](C)C)C.F[P-](F)(F)(F)(F)F.[O:25]1[C:30]2([CH2:35][CH2:34][N:33]([CH2:36][C:37]3[C:38]([F:46])=[C:39]([CH2:43][CH2:44][OH:45])[CH:40]=[CH:41][CH:42]=3)[CH2:32][CH2:31]2)[CH2:29][NH:28][CH2:27][CH2:26]1.[CH3:47][CH2:48][CH:49]([C:52]1[S:53][CH:54]=[C:55]([C:57](O)=[O:58])[N:56]=1)[CH2:50][CH3:51].C(N(CC)CC)C, predict the reaction product. (2) The product is: [N:24]1([C:22]2[N:23]=[C:18]([N:17]3[C:11]4[CH:10]=[C:9]([C:5]5[N:6]=[C:7]([CH3:8])[C:2]([NH2:1])=[N:3][CH:4]=5)[N:14]=[CH:13][C:12]=4[CH:15]=[N:16]3)[CH:19]=[CH:20][CH:21]=2)[CH2:30][CH2:29][CH2:28][NH:27][CH2:26][CH2:25]1. Given the reactants [NH2:1][C:2]1[N:3]=[CH:4][C:5]([C:9]2[N:14]=[CH:13][C:12]3[CH:15]=[N:16][N:17]([C:18]4[N:23]=[C:22]([N:24]5[CH2:30][CH2:29][CH2:28][N:27](C(OC(C)(C)C)=O)[CH2:26][CH2:25]5)[CH:21]=[CH:20][CH:19]=4)[C:11]=3[CH:10]=2)=[N:6][C:7]=1[CH3:8].Cl, predict the reaction product. (3) Given the reactants C([O:3][C:4](=[O:29])[CH:5]=[CH:6][C:7]1[CH:12]=[CH:11][C:10]([C:13](=[C:21]2[CH2:27][CH2:26][CH2:25][CH2:24][CH2:23][CH2:22]2)[C:14]2[CH:19]=[CH:18][C:17]([OH:20])=[CH:16][CH:15]=2)=[C:9]([F:28])[CH:8]=1)C.[OH-].[Na+], predict the reaction product. The product is: [C:21]1(=[C:13]([C:14]2[CH:19]=[CH:18][C:17]([OH:20])=[CH:16][CH:15]=2)[C:10]2[CH:11]=[CH:12][C:7]([CH:6]=[CH:5][C:4]([OH:29])=[O:3])=[CH:8][C:9]=2[F:28])[CH2:27][CH2:26][CH2:25][CH2:24][CH2:23][CH2:22]1. (4) Given the reactants [CH2:1]([O:5][C:6]1[N:14]=[C:13]2[C:9]([N:10]=[C:11]([O:23]C)[N:12]2[CH2:15][CH2:16][CH:17]2[CH2:22][CH2:21][NH:20][CH2:19][CH2:18]2)=[C:8]([NH2:25])[N:7]=1)[CH2:2][CH2:3][CH3:4].I[CH:27]([CH:29]1[CH2:34][CH2:33][CH2:32][CH2:31][CH2:30]1)[CH3:28], predict the reaction product. The product is: [NH2:25][C:8]1[N:7]=[C:6]([O:5][CH2:1][CH2:2][CH2:3][CH3:4])[N:14]=[C:13]2[C:9]=1[NH:10][C:11](=[O:23])[N:12]2[CH2:15][CH2:16][CH:17]1[CH2:18][CH2:19][N:20]([CH2:28][CH2:27][CH:29]2[CH2:34][CH2:33][CH2:32][CH2:31][CH2:30]2)[CH2:21][CH2:22]1. (5) Given the reactants CN(C(ON1N=N[C:11]2[CH:12]=[CH:13][CH:14]=N[C:10]1=2)=[N+](C)C)C.F[P-](F)(F)(F)(F)F.[CH2:25]([N:27]([CH2:38][CH3:39])[C@H:28]([C:32]1[CH:37]=[CH:36][CH:35]=[CH:34][CH:33]=1)[C:29](O)=[O:30])[CH3:26].[NH:40]1[CH2:44][CH2:43][CH2:42][C@H:41]1[C:45]1[NH:46][CH:47]=[C:48]([CH2:50][CH2:51][C:52]2[CH:57]=[CH:56][C:55]([CH2:58][CH2:59][C:60]3[NH:64][C:63]([C@@H:65]4[CH2:69][CH2:68][CH2:67][NH:66]4)=[N:62][CH:61]=3)=[CH:54][CH:53]=2)[N:49]=1.C(O)(C(F)(F)F)=[O:71].[CH3:77][CH2:78][N:79]([CH:83]([CH3:85])C)[CH:80]([CH3:82])[CH3:81], predict the reaction product. The product is: [CH2:83]([N:79]([CH2:78][CH3:77])[C@H:80]([C:81]1[CH:14]=[CH:13][CH:12]=[CH:11][CH:10]=1)[C:82]([N:66]1[CH2:67][CH2:68][CH2:69][C@H:65]1[C:63]1[NH:64][C:60]([CH2:59][CH2:58][C:55]2[CH:54]=[CH:53][C:52]([CH2:51][CH2:50][C:48]3[N:49]=[C:45]([C@@H:41]4[CH2:42][CH2:43][CH2:44][N:40]4[C:29](=[O:30])[C@@H:28]([C:32]4[CH:37]=[CH:36][CH:35]=[CH:34][CH:33]=4)[N:27]([CH2:38][CH3:39])[CH2:25][CH3:26])[NH:46][CH:47]=3)=[CH:57][CH:56]=2)=[CH:61][N:62]=1)=[O:71])[CH3:85]. (6) Given the reactants [OH:1][CH2:2][CH2:3][CH2:4][CH2:5][CH2:6][CH2:7][CH2:8][CH2:9][CH2:10][CH2:11][CH2:12][C:13]([OH:15])=[O:14].[Cr](Cl)([O-])(=O)=O.[NH+]1C=CC=CC=1, predict the reaction product. The product is: [O:1]=[CH:2][CH2:3][CH2:4][CH2:5][CH2:6][CH2:7][CH2:8][CH2:9][CH2:10][CH2:11][CH2:12][C:13]([OH:15])=[O:14]. (7) Given the reactants [CH2:1]([S:8][C:9]1[N:14]=[C:13]([NH:15][S:16]([CH3:19])(=[O:18])=[O:17])[CH:12]=[C:11]([NH:20][C@H:21]([CH3:24])[CH2:22][OH:23])[N:10]=1)[C:2]1[CH:7]=[CH:6][CH:5]=[CH:4][CH:3]=1.[Cl:25]N1C(=O)CCC1=O, predict the reaction product. The product is: [CH2:1]([S:8][C:9]1[N:14]=[C:13]([NH:15][S:16]([CH3:19])(=[O:17])=[O:18])[C:12]([Cl:25])=[C:11]([NH:20][C@H:21]([CH3:24])[CH2:22][OH:23])[N:10]=1)[C:2]1[CH:3]=[CH:4][CH:5]=[CH:6][CH:7]=1.